This data is from Peptide-MHC class I binding affinity with 185,985 pairs from IEDB/IMGT. The task is: Regression. Given a peptide amino acid sequence and an MHC pseudo amino acid sequence, predict their binding affinity value. This is MHC class I binding data. (1) The peptide sequence is ALINDQLIM. The MHC is HLA-A02:02 with pseudo-sequence HLA-A02:02. The binding affinity (normalized) is 0.272. (2) The peptide sequence is ALIVAIWDK. The MHC is HLA-B07:02 with pseudo-sequence HLA-B07:02. The binding affinity (normalized) is 0.0847.